This data is from Forward reaction prediction with 1.9M reactions from USPTO patents (1976-2016). The task is: Predict the product of the given reaction. (1) Given the reactants Cl[C:2]1[N:7]=[N:6][C:5]([O:8][C@@H:9]2[CH:14]3[CH2:15][CH2:16][N:11]([CH2:12][CH2:13]3)[CH2:10]2)=[CH:4][CH:3]=1.CC1(C)C(C)(C)OB([C:25]2[CH:26]=[C:27]3[C:31](=[CH:32][CH:33]=2)[NH:30][C:29]([C:34]([F:37])([F:36])[F:35])=[CH:28]3)O1.N, predict the reaction product. The product is: [F:37][C:34]([F:35])([F:36])[C:29]1[NH:30][C:31]2[C:27]([CH:28]=1)=[CH:26][C:25]([C:2]1[N:7]=[N:6][C:5]([O:8][C@@H:9]3[CH:14]4[CH2:15][CH2:16][N:11]([CH2:12][CH2:13]4)[CH2:10]3)=[CH:4][CH:3]=1)=[CH:33][CH:32]=2. (2) Given the reactants [Li]CCCC.[F:6][C:7]1[CH:12]=[CH:11][C:10]([F:13])=[CH:9][C:8]=1[NH:14][C:15](=[O:21])[O:16][C:17]([CH3:20])([CH3:19])[CH3:18].CN(CCN(C)C)C.[I:30]I, predict the reaction product. The product is: [F:13][C:10]1[C:9]([I:30])=[C:8]([NH:14][C:15](=[O:21])[O:16][C:17]([CH3:18])([CH3:20])[CH3:19])[C:7]([F:6])=[CH:12][CH:11]=1. (3) The product is: [F:8][C:7]1[CH:6]=[CH:5][C:4]([O:9][CH2:13][CH2:14][O:15][CH3:16])=[CH:3][C:2]=1[F:1]. Given the reactants [F:1][C:2]1[CH:3]=[C:4]([OH:9])[CH:5]=[CH:6][C:7]=1[F:8].[H-].[Na+].Br[CH2:13][CH2:14][O:15][CH3:16].O, predict the reaction product. (4) Given the reactants [CH2:1]([O:4][C:5]1[CH:10]=[CH:9][C:8]([C:11](=O)[CH3:12])=[C:7]([CH3:14])[C:6]=1[CH3:15])[CH:2]=[CH2:3].[C@H:16]12[CH2:22][C@H:19]([NH:20][CH2:21]1)[CH2:18][N:17]2[C:23]([O:25][C:26]([CH3:29])([CH3:28])[CH3:27])=[O:24].[BH4-].[Na+], predict the reaction product. The product is: [CH2:1]([O:4][C:5]1[CH:10]=[CH:9][C:8]([C@@H:11]([N:20]2[CH2:21][C@@H:16]3[CH2:22][C@H:19]2[CH2:18][N:17]3[C:23]([O:25][C:26]([CH3:29])([CH3:28])[CH3:27])=[O:24])[CH3:12])=[C:7]([CH3:14])[C:6]=1[CH3:15])[CH:2]=[CH2:3].